From a dataset of Forward reaction prediction with 1.9M reactions from USPTO patents (1976-2016). Predict the product of the given reaction. (1) Given the reactants [C:1]1([CH2:7][CH2:8][CH2:9][C:10]([OH:12])=O)[CH:6]=[CH:5][CH:4]=[CH:3][CH:2]=1.CN(C=O)C.[Cl:18][C:19]1[CH:20]=[C:21]([C:25]2[C:30]([NH2:31])=[C:29]([CH3:32])[N:28]=[C:27]([S:33][CH3:34])[N:26]=2)[CH:22]=[CH:23][CH:24]=1.N1C=CC=CC=1, predict the reaction product. The product is: [Cl:18][C:19]1[CH:20]=[C:21]([C:25]2[C:30]([NH:31][C:10](=[O:12])[CH2:9][CH2:8][CH2:7][C:1]3[CH:2]=[CH:3][CH:4]=[CH:5][CH:6]=3)=[C:29]([CH3:32])[N:28]=[C:27]([S:33][CH3:34])[N:26]=2)[CH:22]=[CH:23][CH:24]=1. (2) Given the reactants [CH2:1]([C:3]1[CH:8]=[CH:7][C:6]([C:9]2[NH:13][C:12]3[C:14]([N:18]4[CH2:23][CH2:22][NH:21][CH2:20][CH2:19]4)=[CH:15][CH:16]=[CH:17][C:11]=3[N:10]=2)=[CH:5][CH:4]=1)[CH3:2].Br[CH2:25][C:26]1[CH:31]=[CH:30][C:29]([F:32])=[C:28]([N+:33]([O-:35])=[O:34])[CH:27]=1.CCN(C(C)C)C(C)C, predict the reaction product. The product is: [CH2:1]([C:3]1[CH:8]=[CH:7][C:6]([C:9]2[NH:13][C:12]3[C:14]([N:18]4[CH2:19][CH2:20][N:21]([CH2:25][C:26]5[CH:31]=[CH:30][C:29]([F:32])=[C:28]([N+:33]([O-:35])=[O:34])[CH:27]=5)[CH2:22][CH2:23]4)=[CH:15][CH:16]=[CH:17][C:11]=3[N:10]=2)=[CH:5][CH:4]=1)[CH3:2]. (3) Given the reactants [Br:1][C:2]1[CH:3]=[CH:4][C:5](/[CH:8]=[CH:9]/[CH:10]=[O:11])=[N:6][CH:7]=1.[CH3:12][C:13]1([CH3:21])[CH2:20][C:18](=O)[CH2:17][C:15](=[O:16])[CH2:14]1.[NH2:22][C:23]1[NH:27][N:26]=[CH:25][CH:24]=1.C1C([NH:31]C(C)=O)C1, predict the reaction product. The product is: [Br:1][C:2]1[CH:3]=[CH:4][C:5](/[CH:8]=[CH:9]/[CH:10]2[C:17]3[C:15](=[O:16])[CH2:14][C:13]([CH3:12])([CH3:21])[CH2:20][C:18]=3[NH:22][C:23]3[NH:27][N:26]=[CH:25][C:24]2=3)=[N:6][CH:7]=1.[CH2:5]1[CH:8]([CH2:9][C:10]([NH2:31])=[O:11])[CH2:4]1. (4) Given the reactants [C:1]([C:3]1[CH:4]=[CH:5][CH:6]=[C:7]2[C:12]=1[O:11][CH2:10][CH2:9][CH:8]2[C:13]([N:15]([CH2:25][C:26]1[CH:31]=[CH:30][C:29]([N:32]([CH3:34])[CH3:33])=[CH:28][CH:27]=1)[C:16]1[CH:21]=[CH:20][C:19]([CH:22]([CH3:24])[CH3:23])=[CH:18][CH:17]=1)=[O:14])#[N:2].[OH-:35].[Na+].OO, predict the reaction product. The product is: [C:1]([C:3]1[CH:4]=[CH:5][CH:6]=[C:7]2[C:12]=1[O:11][CH2:10][CH2:9][CH:8]2[C:13]([N:15]([CH2:25][C:26]1[CH:31]=[CH:30][C:29]([N:32]([CH3:34])[CH3:33])=[CH:28][CH:27]=1)[C:16]1[CH:21]=[CH:20][C:19]([CH:22]([CH3:24])[CH3:23])=[CH:18][CH:17]=1)=[O:14])(=[O:35])[NH2:2]. (5) Given the reactants [Br:1][C:2]1[CH:3]=[C:4]([C:10]2([C:20]3[CH:25]=[CH:24][N:23]=[C:22]([C:26]([F:29])([F:28])[F:27])[CH:21]=3)[C:18]3[C:13](=[N:14][CH:15]=[CH:16][CH:17]=3)[C:12]([NH2:19])=[N:11]2)[CH:5]=[CH:6][C:7]=1[O:8]C.B(Br)(Br)Br, predict the reaction product. The product is: [NH2:19][C:12]1[C:13]2=[N:14][CH:15]=[CH:16][CH:17]=[C:18]2[C:10]([C:4]2[CH:5]=[CH:6][C:7]([OH:8])=[C:2]([Br:1])[CH:3]=2)([C:20]2[CH:25]=[CH:24][N:23]=[C:22]([C:26]([F:29])([F:27])[F:28])[CH:21]=2)[N:11]=1. (6) The product is: [CH3:1][O:2][C:3](=[O:25])[C:4]1[CH:9]=[CH:8][CH:7]=[C:6]([C:10]2[N:11]=[C:12]([C:15]3[N:16]=[CH:17][C:18]4[C:23]([CH:24]=3)=[CH:22][CH:21]=[CH:20][CH:19]=4)[N:13]([CH3:28])[CH:14]=2)[CH:5]=1. Given the reactants [CH3:1][O:2][C:3](=[O:25])[C:4]1[CH:9]=[CH:8][CH:7]=[C:6]([C:10]2[NH:11][C:12]([C:15]3[N:16]=[CH:17][C:18]4[C:23]([CH:24]=3)=[CH:22][CH:21]=[CH:20][CH:19]=4)=[N:13][CH:14]=2)[CH:5]=1.CI.[CH3:28]CN(C(C)C)C(C)C, predict the reaction product. (7) Given the reactants [Br:1][C:2]1[CH:3]=[CH:4][C:5]([F:23])=[C:6]([C@@:8]([NH:15][C:16](=[O:22])[O:17][C:18]([CH3:21])([CH3:20])[CH3:19])([CH:10]([OH:14])[CH2:11][CH:12]=[CH2:13])[CH3:9])[CH:7]=1.N1C=CC=CC=1.[S:30](Cl)(Cl)=[O:31], predict the reaction product. The product is: [CH2:11]([CH:10]1[O:14][S:30](=[O:31])[N:15]([C:16]([O:17][C:18]([CH3:21])([CH3:20])[CH3:19])=[O:22])[C@@:8]1([C:6]1[CH:7]=[C:2]([Br:1])[CH:3]=[CH:4][C:5]=1[F:23])[CH3:9])[CH:12]=[CH2:13].